This data is from Full USPTO retrosynthesis dataset with 1.9M reactions from patents (1976-2016). The task is: Predict the reactants needed to synthesize the given product. (1) Given the product [NH2:8][C@@H:9]([CH2:14][C:15]1[CH:16]=[CH:17][CH:18]=[CH:19][CH:20]=1)[C@@H:10]([OH:13])[C:11]([OH:24])=[O:25], predict the reactants needed to synthesize it. The reactants are: C(OC([NH:8][C@@H:9]([CH2:14][C:15]1[CH:20]=[CH:19][CH:18]=[CH:17][CH:16]=1)[C@H:10]([OH:13])[CH2:11]Cl)=O)(C)(C)C.CC([OH:24])C.[OH-:25].[Na+].C(O)(=O)CC(CC(O)=O)(C(O)=O)O. (2) Given the product [C:14]1([C:2]2[CH:7]=[CH:6][N:5]=[C:4]([C:8]([NH:10][CH2:11][CH2:12][CH3:13])=[O:9])[CH:3]=2)[CH:19]=[CH:18][CH:17]=[CH:16][CH:15]=1, predict the reactants needed to synthesize it. The reactants are: Br[C:2]1[CH:7]=[CH:6][N:5]=[C:4]([C:8]([NH:10][CH2:11][CH2:12][CH3:13])=[O:9])[CH:3]=1.[C:14]1(B(O)O)[CH:19]=[CH:18][CH:17]=[CH:16][CH:15]=1.C(=O)([O-])[O-].[K+].[K+].CN(C)C=O.